Dataset: Forward reaction prediction with 1.9M reactions from USPTO patents (1976-2016). Task: Predict the product of the given reaction. (1) Given the reactants Br[C:2]1[CH:7]=[CH:6][C:5]([C:8]2[O:12][N:11]=[C:10]([CH3:13])[C:9]=2[CH2:14][S:15][CH2:16][CH2:17][C:18]2[CH:23]=[CH:22][CH:21]=[CH:20][CH:19]=2)=[CH:4][CH:3]=1.[CH3:24][O:25][C:26](=[O:45])[C:27]([CH3:44])([C:29]1[CH:34]=[CH:33][C:32](B2OC(C)(C)C(C)(C)O2)=[CH:31][CH:30]=1)[CH3:28], predict the reaction product. The product is: [CH3:24][O:25][C:26](=[O:45])[C:27]([CH3:28])([C:29]1[CH:30]=[CH:31][C:32]([C:2]2[CH:7]=[CH:6][C:5]([C:8]3[O:12][N:11]=[C:10]([CH3:13])[C:9]=3[CH2:14][S:15][CH2:16][CH2:17][C:18]3[CH:23]=[CH:22][CH:21]=[CH:20][CH:19]=3)=[CH:4][CH:3]=2)=[CH:33][CH:34]=1)[CH3:44]. (2) Given the reactants [Cr](Cl)([O-])(=O)=O.[NH+]1C=CC=CC=1.S([O-])([O-])(=O)=O.[Mg+2].[Cl:18][C:19]1[CH:24]=[CH:23][CH:22]=[C:21]([Cl:25])[C:20]=1[C:26]1[C:30]([CH2:31][OH:32])=[C:29]([CH:33]([CH3:35])[CH3:34])[O:28][N:27]=1, predict the reaction product. The product is: [Cl:25][C:21]1[CH:22]=[CH:23][CH:24]=[C:19]([Cl:18])[C:20]=1[C:26]1[C:30]([CH:31]=[O:32])=[C:29]([CH:33]([CH3:35])[CH3:34])[O:28][N:27]=1. (3) Given the reactants [C:1]([C:5]1[O:6][C:7]2[C:13]([S:14](Cl)(=[O:16])=[O:15])=[C:12]([Cl:18])[CH:11]=[CH:10][C:8]=2[N:9]=1)([CH3:4])([CH3:3])[CH3:2].C(N(CC)CC)C.[N:26]1([CH:32]2[CH2:37][CH2:36][NH:35][CH2:34][CH2:33]2)[CH2:31][CH2:30][CH2:29][CH2:28][CH2:27]1, predict the reaction product. The product is: [C:1]([C:5]1[O:6][C:7]2[C:13]([S:14]([N:35]3[CH2:36][CH2:37][CH:32]([N:26]4[CH2:31][CH2:30][CH2:29][CH2:28][CH2:27]4)[CH2:33][CH2:34]3)(=[O:16])=[O:15])=[C:12]([Cl:18])[CH:11]=[CH:10][C:8]=2[N:9]=1)([CH3:4])([CH3:3])[CH3:2].